Dataset: Full USPTO retrosynthesis dataset with 1.9M reactions from patents (1976-2016). Task: Predict the reactants needed to synthesize the given product. (1) Given the product [CH2:1]([C:3]1[C:4]([C:12]2[CH:13]=[CH:14][C:15]([OH:18])=[CH:16][CH:17]=2)=[CH:5][N:6]2[C:11]=1[CH:10]=[CH:9][CH:8]=[CH:7]2)[CH3:2], predict the reactants needed to synthesize it. The reactants are: [CH2:1]([C:3]1[C:4]([C:12]2[CH:17]=[CH:16][C:15]([O:18]C)=[CH:14][CH:13]=2)=[CH:5][N:6]2[C:11]=1[CH:10]=[CH:9][CH:8]=[CH:7]2)[CH3:2].Br. (2) The reactants are: [N:1]([CH2:4][CH:5]1[NH:10][C:9]2[C:11](Br)=[CH:12][C:13]([F:15])=[CH:14][C:8]=2[O:7][CH2:6]1)=[N+:2]=[N-:3].[Cl:17][C:18]1[CH:23]=[CH:22][CH:21]=[CH:20][C:19]=1B(O)O. Given the product [N:1]([CH2:4][CH:5]1[NH:10][C:9]2[C:11]([C:20]3[CH:21]=[CH:22][CH:23]=[C:18]([Cl:17])[CH:19]=3)=[CH:12][C:13]([F:15])=[CH:14][C:8]=2[O:7][CH2:6]1)=[N+:2]=[N-:3], predict the reactants needed to synthesize it. (3) Given the product [F:10][CH:9]([F:11])[O:8][C:5]1[CH:6]=[CH:7][C:2]([B:12]([OH:17])[OH:13])=[CH:3][CH:4]=1, predict the reactants needed to synthesize it. The reactants are: Br[C:2]1[CH:7]=[CH:6][C:5]([O:8][CH:9]([F:11])[F:10])=[CH:4][CH:3]=1.[B:12](OC(C)C)([O:17]C(C)C)[O:13]C(C)C.C([Li])CCC.Cl.